This data is from Full USPTO retrosynthesis dataset with 1.9M reactions from patents (1976-2016). The task is: Predict the reactants needed to synthesize the given product. (1) Given the product [Cl:1][C:2]1[CH:31]=[CH:30][C:5]([O:6][CH:7]2[CH2:10][N:9]([CH2:11][CH2:12][C@H:13]([NH:16][C:17]([NH:19][C:20]3[CH:25]=[CH:24][CH:23]=[C:22]([O:28][CH3:29])[CH:21]=3)=[S:37])[CH2:14][OH:15])[CH2:8]2)=[CH:4][CH:3]=1, predict the reactants needed to synthesize it. The reactants are: [Cl:1][C:2]1[CH:31]=[CH:30][C:5]([O:6][CH:7]2[CH2:10][N:9]([CH2:11][CH2:12][C@H:13]([NH:16][C:17]([NH:19][C:20]3[CH:25]=[C:24](OC)[CH:23]=[C:22]([O:28][CH3:29])[CH:21]=3)=O)[CH2:14][OH:15])[CH2:8]2)=[CH:4][CH:3]=1.[N-]=C=O.[N-]=C=[S:37]. (2) Given the product [C:11]([O:10][C:8]([NH:7][C@@H:3]([CH2:2][NH:1][C:16]1[CH:21]=[CH:20][CH:19]=[CH:18][C:17]=1[N+:22]([O-:24])=[O:23])[C:4]([OH:6])=[O:5])=[O:9])([CH3:14])([CH3:13])[CH3:12], predict the reactants needed to synthesize it. The reactants are: [NH2:1][CH2:2][C@H:3]([NH:7][C:8]([O:10][C:11]([CH3:14])([CH3:13])[CH3:12])=[O:9])[C:4]([OH:6])=[O:5].F[C:16]1[CH:21]=[CH:20][CH:19]=[CH:18][C:17]=1[N+:22]([O-:24])=[O:23].C([O-])(O)=O.[Na+].O. (3) The reactants are: [OH:1][C@H:2]1[C@H:6]([CH2:7][NH:8][C:9]([O:11][CH2:12][C:13]2[CH:18]=[CH:17][CH:16]=[CH:15][CH:14]=2)=[O:10])[CH2:5][N:4](C(OC(C)(C)C)=O)[CH2:3]1.C(O)(C(F)(F)F)=O.CC[NH+](CC)CC.CC[NH+](CC)CC.C([O-])([O-])=O. Given the product [OH:1][C@@H:2]1[CH2:3][NH:4][CH2:5][C@H:6]1[CH2:7][NH:8][C:9](=[O:10])[O:11][CH2:12][C:13]1[CH:18]=[CH:17][CH:16]=[CH:15][CH:14]=1, predict the reactants needed to synthesize it. (4) The reactants are: C1(CC(Cl)=O)C=CC=CC=1.[Cl:11][C:12]1[CH:18]=[C:17]([O:19][C:20]2[C:29]3[C:24](=[CH:25][C:26]([O:32][CH3:33])=[C:27]([O:30][CH3:31])[CH:28]=3)[N:23]=[CH:22][CH:21]=2)[CH:16]=[CH:15][C:13]=1[NH2:14].[C:34]1([CH2:40][C:41]([N:43]=[C:44]=[S:45])=[O:42])[CH:39]=[CH:38][CH:37]=[CH:36][CH:35]=1. Given the product [C:34]1([CH2:40][C:41]([N:43]=[C:44]=[S:45])=[O:42])[CH:39]=[CH:38][CH:37]=[CH:36][CH:35]=1.[Cl:11][C:12]1[CH:18]=[C:17]([O:19][C:20]2[C:29]3[C:24](=[CH:25][C:26]([O:32][CH3:33])=[C:27]([O:30][CH3:31])[CH:28]=3)[N:23]=[CH:22][CH:21]=2)[CH:16]=[CH:15][C:13]=1[NH:14][C:44]([NH:43][C:41](=[O:42])[CH2:40][C:34]1[CH:35]=[CH:36][CH:37]=[CH:38][CH:39]=1)=[S:45], predict the reactants needed to synthesize it. (5) The reactants are: [CH2:1]([O:8][CH2:9][CH2:10][CH2:11][C:12]1[N:13]=[C:14]([C:30]2[CH:35]=[CH:34][C:33]([C:36]([F:39])([F:38])[F:37])=[CH:32][CH:31]=2)[S:15][C:16]=1[CH2:17][O:18][C:19]1[CH:28]=[CH:27][C:22]([C:23]([NH:25][OH:26])=[NH:24])=[C:21]([F:29])[CH:20]=1)[C:2]1[CH:7]=[CH:6][CH:5]=[CH:4][CH:3]=1.N1C=CC=CC=1.Cl[C:47](OC1C=CC=CC=1)=[O:48]. Given the product [CH2:1]([O:8][CH2:9][CH2:10][CH2:11][C:12]1[N:13]=[C:14]([C:30]2[CH:31]=[CH:32][C:33]([C:36]([F:38])([F:37])[F:39])=[CH:34][CH:35]=2)[S:15][C:16]=1[CH2:17][O:18][C:19]1[CH:28]=[CH:27][C:22]([C:23]2[NH:24][C:47](=[O:48])[O:26][N:25]=2)=[C:21]([F:29])[CH:20]=1)[C:2]1[CH:7]=[CH:6][CH:5]=[CH:4][CH:3]=1, predict the reactants needed to synthesize it. (6) Given the product [CH3:33][O:32][C:22]1[CH:21]=[C:20]([NH:19][C:17]2[CH:16]=[CH:15][CH:14]=[C:13]([NH:6][C:5]3[CH:7]=[CH:8][CH:9]=[C:3]([C:2]([F:10])([F:11])[F:1])[CH:4]=3)[N:18]=2)[CH:25]=[CH:24][C:23]=1[N:26]1[CH:30]=[C:29]([CH3:31])[N:28]=[CH:27]1, predict the reactants needed to synthesize it. The reactants are: [F:1][C:2]([F:11])([F:10])[C:3]1[CH:4]=[C:5]([CH:7]=[CH:8][CH:9]=1)[NH2:6].Cl[C:13]1[N:18]=[C:17]([NH:19][C:20]2[CH:25]=[CH:24][C:23]([N:26]3[CH:30]=[C:29]([CH3:31])[N:28]=[CH:27]3)=[C:22]([O:32][CH3:33])[CH:21]=2)[CH:16]=[CH:15][CH:14]=1. (7) Given the product [N:1]1[CH:6]=[CH:5][CH:4]=[CH:3][C:2]=1[C:7]1[CH:13]=[C:14]([CH2:15][OH:16])[O:9][N:8]=1, predict the reactants needed to synthesize it. The reactants are: [N:1]1[CH:6]=[CH:5][CH:4]=[CH:3][C:2]=1/[CH:7]=[N:8]/[OH:9].ClN1[C:15](=[O:16])[CH2:14][CH2:13]C1=O.C(O)C#C.C(N(CC)CC)C. (8) Given the product [CH:19]1([C:2]2[C:15]3[C:16]4=[C:17]5[C:12](=[CH:13][CH:14]=3)[CH:11]=[CH:10][C:9]([CH:2]3[CH2:15][CH2:16][CH2:5][CH2:4][CH2:3]3)=[C:8]5[CH:7]=[CH:6][C:5]4=[CH:4][CH:3]=2)[CH2:24][CH2:23][CH2:22][CH2:21][CH2:20]1, predict the reactants needed to synthesize it. The reactants are: Br[C:2]1[C:15]2[C:16]3=[C:17]4[C:12](=[CH:13][CH:14]=2)[CH:11]=[CH:10][C:9](Br)=[C:8]4[CH:7]=[CH:6][C:5]3=[CH:4][CH:3]=1.[CH:19]1([Mg]Br)[CH2:24][CH2:23][CH2:22][CH2:21][CH2:20]1.Cl. (9) Given the product [CH:30]([C:33]1[CH:38]=[CH:37][CH:36]=[C:35]([CH:39]([CH3:40])[CH3:41])[C:34]=1[NH:42][C:43](=[O:44])[N:15]([C:12]1[CH:13]=[CH:14][C:9]([CH2:1][CH2:2][CH2:3][CH2:4][CH2:5][CH2:6][CH2:7][CH3:8])=[CH:10][CH:11]=1)[CH2:16][C:17]1[CH:18]=[CH:19][C:20]([O:23][C:24]2[CH:29]=[CH:28][CH:27]=[CH:26][CH:25]=2)=[CH:21][CH:22]=1)([CH3:31])[CH3:32], predict the reactants needed to synthesize it. The reactants are: [CH2:1]([C:9]1[CH:14]=[CH:13][C:12]([NH:15][CH2:16][C:17]2[CH:22]=[CH:21][C:20]([O:23][C:24]3[CH:29]=[CH:28][CH:27]=[CH:26][CH:25]=3)=[CH:19][CH:18]=2)=[CH:11][CH:10]=1)[CH2:2][CH2:3][CH2:4][CH2:5][CH2:6][CH2:7][CH3:8].[CH:30]([C:33]1[CH:38]=[CH:37][CH:36]=[C:35]([CH:39]([CH3:41])[CH3:40])[C:34]=1[N:42]=[C:43]=[O:44])([CH3:32])[CH3:31]. (10) Given the product [C:38]([O:37][C:35]([N:17]1[CH2:16][CH2:15][N:14]=[C:13]1[CH2:12][CH:11]([C:4]1[C:5]2[O:9][CH2:8][CH2:7][C:6]=2[CH:10]=[C:2]([Br:1])[CH:3]=1)[C:18]1[CH:23]=[CH:22][CH:21]=[CH:20][N:19]=1)=[O:34])([CH3:41])([CH3:40])[CH3:39], predict the reactants needed to synthesize it. The reactants are: [Br:1][C:2]1[CH:3]=[C:4]([CH:11]([C:18]2[CH:23]=[CH:22][CH:21]=[CH:20][N:19]=2)[CH2:12][C:13]2[NH:14][CH2:15][CH2:16][N:17]=2)[C:5]2[O:9][CH2:8][CH2:7][C:6]=2[CH:10]=1.ClCCl.C(N(CC)CC)C.[O:34](C(OC(C)(C)C)=O)[C:35]([O:37][C:38]([CH3:41])([CH3:40])[CH3:39])=O.